The task is: Predict the reactants needed to synthesize the given product.. This data is from Full USPTO retrosynthesis dataset with 1.9M reactions from patents (1976-2016). (1) Given the product [CH3:26][N:33]([CH3:32])[C:2]1[CH:3]=[C:4]([NH:12][C:13]([C:15]2[C:24](=[O:25])[C:23]3[C:18](=[CH:19][CH:20]=[CH:21][CH:22]=3)[NH:17][CH:16]=2)=[O:14])[CH:5]=[CH:6][C:7]=1[C:8]([CH3:11])([CH3:10])[CH3:9], predict the reactants needed to synthesize it. The reactants are: N[C:2]1[CH:3]=[C:4]([NH:12][C:13]([C:15]2[C:24](=[O:25])[C:23]3[C:18](=[CH:19][CH:20]=[CH:21][CH:22]=3)[NH:17][CH:16]=2)=[O:14])[CH:5]=[CH:6][C:7]=1[C:8]([CH3:11])([CH3:10])[CH3:9].[C:26](O)(=O)C.C=O.[C:32]([BH3-])#[N:33].[Na+]. (2) Given the product [Cl:22][C:10]1[C:11]2[C:6](=[CH:5][CH:4]=[C:3]([O:2][CH3:1])[CH:12]=2)[C:7]([CH:14]2[CH2:19][CH2:18][O:17][CH2:16][CH2:15]2)=[N:8][N:9]=1, predict the reactants needed to synthesize it. The reactants are: [CH3:1][O:2][C:3]1[CH:12]=[C:11]2[C:6]([C:7]([CH:14]3[CH2:19][CH2:18][O:17][CH2:16][CH2:15]3)=[N:8][NH:9][C:10]2=O)=[CH:5][CH:4]=1.P(Cl)(Cl)([Cl:22])=O.